This data is from M1 muscarinic receptor antagonist screen with 61,756 compounds. The task is: Binary Classification. Given a drug SMILES string, predict its activity (active/inactive) in a high-throughput screening assay against a specified biological target. (1) The drug is O(C(=O)N1CCC(NC(=O)CCc2c(c3c(n(nc3C)c3ccccc3)nc2C)C)CC1)CC. The result is 0 (inactive). (2) The molecule is S(=O)(=O)(Nc1cc2OCCOc2cc1)c1c2nsnc2ccc1. The result is 1 (active).